From a dataset of Full USPTO retrosynthesis dataset with 1.9M reactions from patents (1976-2016). Predict the reactants needed to synthesize the given product. (1) Given the product [ClH:40].[NH2:25][CH2:24][C:23]1[CH:33]=[CH:34][C:20]([C:18]([NH:17][CH2:16][C:15]2[CH:14]=[CH:13][C:12]([O:11][CH2:10][C:9]([N:7]3[CH2:8][C@H:4]([OH:3])[C@H:5]([OH:38])[CH2:6]3)=[O:37])=[CH:36][CH:35]=2)=[O:19])=[CH:21][CH:22]=1, predict the reactants needed to synthesize it. The reactants are: CC1(C)[O:38][C@H:5]2[CH2:6][N:7]([C:9](=[O:37])[CH2:10][O:11][C:12]3[CH:36]=[CH:35][C:15]([CH2:16][NH:17][C:18]([C:20]4[CH:34]=[CH:33][C:23]([CH2:24][NH:25]C(=O)OC(C)(C)C)=[CH:22][CH:21]=4)=[O:19])=[CH:14][CH:13]=3)[CH2:8][C@H:4]2[O:3]1.[ClH:40]. (2) Given the product [CH3:1][O:2][C:3]1[CH:8]=[N:7][C:6]([CH:9]2[CH2:13][CH2:12][N:11]([C:26]([O:25][C:22]([CH3:24])([CH3:23])[CH3:21])=[O:27])[CH2:10]2)=[N:5][CH:4]=1, predict the reactants needed to synthesize it. The reactants are: [CH3:1][O:2][C:3]1[CH:4]=[N:5][C:6]([CH:9]2[CH2:13][CH2:12][NH:11][CH2:10]2)=[N:7][CH:8]=1.CCN(CC)CC.[CH3:21][C:22]([O:25][C:26](O[C:26]([O:25][C:22]([CH3:24])([CH3:23])[CH3:21])=[O:27])=[O:27])([CH3:24])[CH3:23]. (3) Given the product [ClH:1].[N:2]12[CH2:11][CH:6]3[CH2:7][CH:8]([CH2:10][CH:4]([C@H:5]3[NH:12][C:24]([C:21]3[S:22][CH:23]=[C:19]([C:13]4[CH:14]=[CH:15][CH:16]=[CH:17][CH:18]=4)[CH:20]=3)=[O:25])[CH2:3]1)[CH2:9]2, predict the reactants needed to synthesize it. The reactants are: [ClH:1].[N:2]12[CH2:11][CH:6]3[CH2:7][CH:8]([CH2:10][CH:4]([C@H:5]3[NH2:12])[CH2:3]1)[CH2:9]2.[C:13]1([C:19]2[CH:20]=[C:21]([C:24](O)=[O:25])[S:22][CH:23]=2)[CH:18]=[CH:17][CH:16]=[CH:15][CH:14]=1.N.